From a dataset of Reaction yield outcomes from USPTO patents with 853,638 reactions. Predict the reaction yield, written as a fraction of the theoretical maximum amount of product (1.0 means a 100% yield; for example, 0.34 means a 34% yield). (1) The reactants are Cl[CH2:2][CH2:3][O:4][C:5]1[CH:10]=[CH:9][C:8]([C:11]([C:13]2[CH:18]=[CH:17][C:16]([OH:19])=[CH:15][CH:14]=2)=[O:12])=[CH:7][CH:6]=1.[CH3:20][NH2:21]. The catalyst is CO. The product is [OH:19][C:16]1[CH:17]=[CH:18][C:13]([C:11]([C:8]2[CH:9]=[CH:10][C:5]([O:4][CH2:3][CH2:2][NH:21][CH3:20])=[CH:6][CH:7]=2)=[O:12])=[CH:14][CH:15]=1. The yield is 0.650. (2) The reactants are CC(C)=O.[Cl:5][C:6]1[CH:15]=[C:14]2[C:9]([C:10]([C:32]3[CH:33]=[C:34](/[CH:38]=[CH:39]/[C:40]([OH:42])=[O:41])[CH:35]=[CH:36][CH:37]=3)=[C:11]([CH2:17][C:18]([NH:20][C:21]3[CH:26]=[CH:25][C:24]([F:27])=[CH:23][C:22]=3[C:28]([F:31])([F:30])[F:29])=[O:19])[C:12](=[O:16])[O:13]2)=[CH:8][C:7]=1[CH3:43].[OH-].[Na+:45]. The catalyst is CC(C)=O. The product is [Cl:5][C:6]1[CH:15]=[C:14]2[C:9]([C:10]([C:32]3[CH:33]=[C:34](/[CH:38]=[CH:39]/[C:40]([O-:42])=[O:41])[CH:35]=[CH:36][CH:37]=3)=[C:11]([CH2:17][C:18]([NH:20][C:21]3[CH:26]=[CH:25][C:24]([F:27])=[CH:23][C:22]=3[C:28]([F:29])([F:31])[F:30])=[O:19])[C:12](=[O:16])[O:13]2)=[CH:8][C:7]=1[CH3:43].[Na+:45]. The yield is 0.919. (3) The yield is 0.340. The product is [Br:1][C:2]1[CH:7]=[CH:6][C:5]([C:8]([NH:11][C:22]([C:20]2[O:21][C:17]([C:13]([CH3:16])([CH3:15])[CH3:14])=[N:18][N:19]=2)=[O:23])([CH3:10])[CH3:9])=[C:4]([F:12])[CH:3]=1. No catalyst specified. The reactants are [Br:1][C:2]1[CH:7]=[CH:6][C:5]([C:8]([NH2:11])([CH3:10])[CH3:9])=[C:4]([F:12])[CH:3]=1.[C:13]([C:17]1[O:21][C:20]([C:22](O)=[O:23])=[N:19][N:18]=1)([CH3:16])([CH3:15])[CH3:14].CCCP(=O)=O.CN(C=O)C.CCN(C(C)C)C(C)C.C(Cl)Cl. (4) The reactants are [CH3:1][CH2:2][C:3]([C:5]1[CH:10]=[CH:9][C:8]([Cl:11])=[CH:7][CH:6]=1)=O.[Li]N([Si](C)(C)C)[Si](C)(C)C.[C:22]([O:29][CH2:30][CH3:31])(=[O:28])[C:23](OCC)=O.[Cl:32][C:33]1[CH:38]=[CH:37][CH:36]=[CH:35][C:34]=1[NH:39][NH2:40].OS(O)(=O)=O.C([O-])(O)=O.[Na+]. The catalyst is C(OCC)C. The product is [CH2:30]([O:29][C:22]([C:23]1[C:2]([CH3:1])=[C:3]([C:5]2[CH:10]=[CH:9][C:8]([Cl:11])=[CH:7][CH:6]=2)[N:39]([C:34]2[CH:35]=[CH:36][CH:37]=[CH:38][C:33]=2[Cl:32])[N:40]=1)=[O:28])[CH3:31]. The yield is 0.250. (5) The reactants are Br[C:2]1[CH:7]=[C:6]([F:8])[C:5]([C:9]([N:11]2[CH2:15][CH2:14][CH2:13][C@H:12]2[CH2:16][N:17]2[CH2:21][CH2:20][CH2:19][CH2:18]2)=[O:10])=[C:4]([F:22])[CH:3]=1.C(=O)([O-])[O-].[Na+].[Na+].[N:29]1[CH:34]=[CH:33][CH:32]=[C:31](B(O)O)[CH:30]=1. The catalyst is C1(C)C=CC=CC=1.O.C(O)C.[Pd].C1(P(C2C=CC=CC=2)C2C=CC=CC=2)C=CC=CC=1.C1(P(C2C=CC=CC=2)C2C=CC=CC=2)C=CC=CC=1.C1(P(C2C=CC=CC=2)C2C=CC=CC=2)C=CC=CC=1.C1(P(C2C=CC=CC=2)C2C=CC=CC=2)C=CC=CC=1. The product is [F:8][C:6]1[CH:7]=[C:2]([C:31]2[CH:30]=[N:29][CH:34]=[CH:33][CH:32]=2)[CH:3]=[C:4]([F:22])[C:5]=1[C:9]([N:11]1[CH2:15][CH2:14][CH2:13][C@H:12]1[CH2:16][N:17]1[CH2:21][CH2:20][CH2:19][CH2:18]1)=[O:10]. The yield is 0.0200. (6) The reactants are [OH:1][CH:2]1[CH2:7][CH2:6][N:5]([C:8]2[N:13]=[C:12]([CH3:14])[N:11]([CH2:15][C:16]3[S:17][C:18]([C:21]([F:24])([F:23])[F:22])=[CH:19][CH:20]=3)[C:10](=[O:25])[N:9]=2)[CH2:4][CH2:3]1.C(N(CC)CC)C.[CH3:33][S:34](Cl)(=[O:36])=[O:35]. The catalyst is ClCCl.O. The product is [CH3:33][S:34]([O:1][CH:2]1[CH2:3][CH2:4][N:5]([C:8]2[N:13]=[C:12]([CH3:14])[N:11]([CH2:15][C:16]3[S:17][C:18]([C:21]([F:23])([F:22])[F:24])=[CH:19][CH:20]=3)[C:10](=[O:25])[N:9]=2)[CH2:6][CH2:7]1)(=[O:36])=[O:35]. The yield is 1.00. (7) The reactants are C1(P(C2C=CC=CC=2)C2C=CC=CC=2)C=CC=CC=1.BrN1C(=O)CCC1=O.[Cl:28][C:29]1[CH:30]=[C:31]([C@@H:39]([CH2:43][CH:44]2[CH2:48][CH2:47][CH2:46][CH2:45]2)[C:40]([OH:42])=O)[CH:32]=[CH:33][C:34]=1[S:35]([CH3:38])(=[O:37])=[O:36].[NH2:49][C:50]1[CH:55]=[N:54][C:53]([Br:56])=[CH:52][N:51]=1.N1C=CC=CC=1. The catalyst is C(Cl)Cl. The product is [Br:56][C:53]1[N:54]=[CH:55][C:50]([NH:49][C:40](=[O:42])[C@@H:39]([C:31]2[CH:32]=[CH:33][C:34]([S:35]([CH3:38])(=[O:36])=[O:37])=[C:29]([Cl:28])[CH:30]=2)[CH2:43][CH:44]2[CH2:48][CH2:47][CH2:46][CH2:45]2)=[N:51][CH:52]=1. The yield is 0.760.